This data is from Peptide-MHC class II binding affinity with 134,281 pairs from IEDB. The task is: Regression. Given a peptide amino acid sequence and an MHC pseudo amino acid sequence, predict their binding affinity value. This is MHC class II binding data. (1) The peptide sequence is TRRGRVKIDEVSRMF. The MHC is DRB4_0101 with pseudo-sequence DRB4_0103. The binding affinity (normalized) is 0.936. (2) The peptide sequence is WQKGEEVQVIAVEPG. The MHC is DRB1_0101 with pseudo-sequence DRB1_0101. The binding affinity (normalized) is 0.274. (3) The peptide sequence is EKKYFGATQFEPLAA. The MHC is HLA-DQA10501-DQB10301 with pseudo-sequence HLA-DQA10501-DQB10301. The binding affinity (normalized) is 0.263. (4) The peptide sequence is AQAVYDFRSIVDYLR. The MHC is DRB1_0802 with pseudo-sequence DRB1_0802. The binding affinity (normalized) is 0.0482. (5) The peptide sequence is DFREFSRAKGLNQEI. The MHC is DRB1_0401 with pseudo-sequence DRB1_0401. The binding affinity (normalized) is 0.556. (6) The peptide sequence is MSQIMYNYPAMMAHA. The MHC is HLA-DPA10201-DPB10501 with pseudo-sequence HLA-DPA10201-DPB10501. The binding affinity (normalized) is 0.487. (7) The peptide sequence is DSNIMNSINNVMDEIDFFEK. The MHC is DRB1_0301 with pseudo-sequence DRB1_0301. The binding affinity (normalized) is 0. (8) The peptide sequence is RMRRPTGKVTLEADV. The MHC is DRB3_0301 with pseudo-sequence DRB3_0301. The binding affinity (normalized) is 0.424.